Dataset: Catalyst prediction with 721,799 reactions and 888 catalyst types from USPTO. Task: Predict which catalyst facilitates the given reaction. Reactant: [Br:1][C:2]1[CH:7]=[CH:6][C:5](/[N:8]=[C:9](/[O:16][CH2:17][CH3:18])\[CH2:10][C:11]([O:13]CC)=O)=[CH:4][C:3]=1[O:19][CH3:20]. Product: [Br:1][C:2]1[CH:7]=[C:6]2[C:5](=[CH:4][C:3]=1[O:19][CH3:20])[N:8]=[C:9]([O:16][CH2:17][CH3:18])[CH:10]=[C:11]2[OH:13]. The catalyst class is: 736.